Task: Predict the reaction yield, written as a fraction of the theoretical maximum amount of product (1.0 means a 100% yield; for example, 0.34 means a 34% yield).. Dataset: Reaction yield outcomes from USPTO patents with 853,638 reactions (1) The reactants are [CH2:1]([C@@H:3]([C:10]1[CH:15]=[CH:14][CH:13]=[C:12]([O:16]C)[CH:11]=1)[C@@H:4]([CH3:9])[CH2:5][N:6]([CH3:8])[CH3:7])[CH3:2].B(Br)(Br)Br.CO.[ClH:24]. The catalyst is ClCCl. The yield is 0.900. The product is [ClH:24].[CH3:8][N:6]([CH3:7])[CH2:5][C@H:4]([CH3:9])[C@H:3]([C:10]1[CH:11]=[C:12]([OH:16])[CH:13]=[CH:14][CH:15]=1)[CH2:1][CH3:2]. (2) The reactants are [Cl:1][C:2]1[CH:3]=[C:4]([CH:8]=[CH:9][C:10]=1[F:11])[C:5]([OH:7])=O.CN(C(ON1N=NC2C=CC=CC1=2)=[N+](C)C)C.[B-](F)(F)(F)F.CN1CCOCC1.[CH:41]1([C@H:44]([NH:51][CH3:52])[CH2:45][N:46]2[CH2:50][CH2:49][CH2:48][CH2:47]2)[CH2:43][CH2:42]1.[OH-].[K+]. The catalyst is C(Cl)Cl. The product is [Cl:1][C:2]1[CH:3]=[C:4]([CH:8]=[CH:9][C:10]=1[F:11])[C:5]([N:51]([C@@H:44]([CH:41]1[CH2:43][CH2:42]1)[CH2:45][N:46]1[CH2:47][CH2:48][CH2:49][CH2:50]1)[CH3:52])=[O:7]. The yield is 0.540.